From a dataset of Full USPTO retrosynthesis dataset with 1.9M reactions from patents (1976-2016). Predict the reactants needed to synthesize the given product. Given the product [C:1]([C:5]1[CH:9]=[C:8]([CH2:10][NH:11][C:12](=[O:18])[O:13][C:14]([CH3:17])([CH3:16])[CH3:15])[N:7]([C:23]2[CH:24]=[CH:25][C:20]([F:19])=[CH:21][CH:22]=2)[N:6]=1)([CH3:4])([CH3:2])[CH3:3], predict the reactants needed to synthesize it. The reactants are: [C:1]([C:5]1[CH:9]=[C:8]([CH2:10][NH:11][C:12](=[O:18])[O:13][C:14]([CH3:17])([CH3:16])[CH3:15])[NH:7][N:6]=1)([CH3:4])([CH3:3])[CH3:2].[F:19][C:20]1[CH:25]=[CH:24][C:23](B(O)O)=[CH:22][CH:21]=1.N1C=CC=CC=1.